From a dataset of Catalyst prediction with 721,799 reactions and 888 catalyst types from USPTO. Predict which catalyst facilitates the given reaction. (1) Reactant: [NH2:1][C@@H:2]([C@@H:7]([OH:9])[CH3:8])[C:3]([O:5][CH3:6])=[O:4].O1CCCC1.C(=O)(O)[O-].[Na+].Cl[C:21]([O:23][CH2:24][C:25]1[CH:30]=[CH:29][CH:28]=[CH:27][CH:26]=1)=[O:22]. Product: [CH2:24]([O:23][C:21]([NH:1][C@@H:2]([C@@H:7]([OH:9])[CH3:8])[C:3]([O:5][CH3:6])=[O:4])=[O:22])[C:25]1[CH:30]=[CH:29][CH:28]=[CH:27][CH:26]=1. The catalyst class is: 84. (2) Reactant: [CH2:1]([N:8]1[CH2:23][CH2:22][C:11]2([O:15][CH2:14][C:13](=O)[CH:12]2[C:17]([O:19][CH2:20][CH3:21])=[O:18])[CH2:10][CH2:9]1)[C:2]1[CH:7]=[CH:6][CH:5]=[CH:4][CH:3]=1.[F:24][C:25]1[CH:30]=[CH:29][CH:28]=[C:27]([C:31]([F:34])([F:33])[F:32])[C:26]=1[CH2:35][NH2:36].C(O)(=O)C. Product: [CH2:1]([N:8]1[CH2:23][CH2:22][C:11]2([O:15][CH2:14][C:13]([NH:36][CH2:35][C:26]3[C:27]([C:31]([F:32])([F:33])[F:34])=[CH:28][CH:29]=[CH:30][C:25]=3[F:24])=[C:12]2[C:17]([O:19][CH2:20][CH3:21])=[O:18])[CH2:10][CH2:9]1)[C:2]1[CH:7]=[CH:6][CH:5]=[CH:4][CH:3]=1. The catalyst class is: 451. (3) Reactant: [Si](C=[N+]=[N-])(C)(C)[CH3:2].[CH2:8]([O:15][C:16]1[CH:17]=[C:18]2[C:22](=[CH:23][CH:24]=1)[N:21]([CH2:25][CH2:26][C:27]([OH:29])=[O:28])[CH:20]=[CH:19]2)[C:9]1[CH:14]=[CH:13][CH:12]=[CH:11][CH:10]=1.C(O)(=O)C. Product: [CH3:2][O:28][C:27](=[O:29])[CH2:26][CH2:25][N:21]1[C:22]2[C:18](=[CH:17][C:16]([O:15][CH2:8][C:9]3[CH:14]=[CH:13][CH:12]=[CH:11][CH:10]=3)=[CH:24][CH:23]=2)[CH:19]=[CH:20]1. The catalyst class is: 224. (4) Reactant: [Br:1][C:2]1[CH:3]=[C:4]2[C:9](=[CH:10][CH:11]=1)[CH:8]=[N:7][C:6]([NH:12][C:13](=[O:19])[O:14][C:15]([CH3:18])([CH3:17])[CH3:16])=[CH:5]2.[H-].[Na+].I[CH3:23]. Product: [Br:1][C:2]1[CH:3]=[C:4]2[C:9](=[CH:10][CH:11]=1)[CH:8]=[N:7][C:6]([N:12]([CH3:23])[C:13](=[O:19])[O:14][C:15]([CH3:16])([CH3:18])[CH3:17])=[CH:5]2. The catalyst class is: 3.